Task: Predict the product of the given reaction.. Dataset: Forward reaction prediction with 1.9M reactions from USPTO patents (1976-2016) (1) Given the reactants [CH2:1]([Mg]Br)[CH3:2].[CH:5]1([C:8]2[CH:16]=[CH:15][C:11]([C:12]([OH:14])=[O:13])=[CH:10][C:9]=2[CH:17]=[O:18])[CH2:7][CH2:6]1, predict the reaction product. The product is: [CH:5]1([C:8]2[CH:16]=[CH:15][C:11]([C:12]([OH:14])=[O:13])=[CH:10][C:9]=2[CH:17]([OH:18])[CH2:1][CH3:2])[CH2:6][CH2:7]1. (2) Given the reactants Br[C:2]1[CH:3]=[CH:4][C:5]([C:8]([N:10]2[CH2:15][CH2:14][N:13]([CH2:16][CH:17]([N:21]3[CH:25]=[C:24]([C:26]4[C:27]5[CH:34]=[CH:33][NH:32][C:28]=5[N:29]=[CH:30][N:31]=4)[CH:23]=[N:22]3)[CH2:18][C:19]#[N:20])[CH2:12][CH2:11]2)=[O:9])=[N:6][CH:7]=1.[CH3:35][N:36](C)C=O, predict the reaction product. The product is: [C:19]([CH2:18][CH:17]([N:21]1[CH:25]=[C:24]([C:26]2[C:27]3[CH:34]=[CH:33][NH:32][C:28]=3[N:29]=[CH:30][N:31]=2)[CH:23]=[N:22]1)[CH2:16][N:13]1[CH2:14][CH2:15][N:10]([C:8]([C:5]2[CH:4]=[CH:3][C:2]([C:35]#[N:36])=[CH:7][N:6]=2)=[O:9])[CH2:11][CH2:12]1)#[N:20]. (3) Given the reactants [CH3:1][C:2]1[C:7]([N:8]2[CH2:16][C:15]3[C:10](=[CH:11][CH:12]=[CH:13][CH:14]=3)[C:9]2=[O:17])=[CH:6][CH:5]=[CH:4][C:3]=1[C:18]1[C:30]2[C:29]3[C:24](=[CH:25][CH:26]=[CH:27][CH:28]=3)[NH:23][C:22]=2[C:21]([C:31]([NH2:33])=[O:32])=[CH:20][CH:19]=1.Cl.[OH-:35].[Na+], predict the reaction product. The product is: [OH:35][CH:21]([CH2:31][OH:32])[CH2:22][NH:23][C:26]1[CH:25]=[C:24]2[C:29]([C:30]3[C:18]([C:3]4[CH:4]=[CH:5][CH:6]=[C:7]([N:8]5[CH2:16][C:15]6[C:10](=[CH:11][CH:12]=[CH:13][CH:14]=6)[C:9]5=[O:17])[C:2]=4[CH3:1])=[CH:19][CH:20]=[C:21]([C:31]([NH2:33])=[O:32])[C:22]=3[NH:23]2)=[CH:28][CH:27]=1. (4) The product is: [F:1][C:2]1[CH:6]=[N:5][N:4]([CH3:7])[C:3]=1[C:8]1[CH:9]=[C:10]([NH:16][C:26]([NH:25][C:21]2[CH:22]=[CH:23][CH:24]=[C:19]([C:18]([F:17])([F:28])[F:29])[CH:20]=2)=[O:27])[CH:11]=[CH:12][C:13]=1[O:14][CH3:15]. Given the reactants [F:1][C:2]1[CH:6]=[N:5][N:4]([CH3:7])[C:3]=1[C:8]1[CH:9]=[C:10]([NH2:16])[CH:11]=[CH:12][C:13]=1[O:14][CH3:15].[F:17][C:18]([F:29])([F:28])[C:19]1[CH:20]=[C:21]([N:25]=[C:26]=[O:27])[CH:22]=[CH:23][CH:24]=1, predict the reaction product. (5) Given the reactants [CH:1]1([C:4]2[CH:5]=[C:6]([C:18](O)=[O:19])[C:7]3[C:12]([CH3:13])=[N:11][N:10]([C:14]([CH3:17])([CH3:16])[CH3:15])[C:8]=3[N:9]=2)[CH2:3][CH2:2]1.[NH2:21][CH2:22][C:23]1[C:24](=[O:31])[NH:25][C:26]([CH3:30])=[CH:27][C:28]=1[CH3:29].ON1C2N=CC=CC=2N=N1.C(Cl)CCl.CN1CCOCC1, predict the reaction product. The product is: [CH:1]1([C:4]2[CH:5]=[C:6]([C:18]([NH:21][CH2:22][C:23]3[C:24](=[O:31])[NH:25][C:26]([CH3:30])=[CH:27][C:28]=3[CH3:29])=[O:19])[C:7]3[C:12]([CH3:13])=[N:11][N:10]([C:14]([CH3:16])([CH3:17])[CH3:15])[C:8]=3[N:9]=2)[CH2:2][CH2:3]1. (6) Given the reactants [NH2:1][C:2]1[CH:9]=[CH:8][C:7]([Cl:10])=[CH:6][C:3]=1[CH2:4][OH:5], predict the reaction product. The product is: [NH2:1][C:2]1[CH:9]=[CH:8][C:7]([Cl:10])=[CH:6][C:3]=1[CH:4]=[O:5]. (7) Given the reactants [CH2:1]1[CH:11]2[N:5]([S:6](=[O:17])(=[O:16])[C:7]3[CH:15]=[CH:14][CH:13]=[CH:12][C:8]=3[O:9][CH2:10]2)[CH2:4][CH2:3][N:2]1C(OC(C)(C)C)=O.C(OCC)(=O)C.[ClH:31], predict the reaction product. The product is: [ClH:31].[CH2:1]1[CH:11]2[N:5]([S:6](=[O:16])(=[O:17])[C:7]3[CH:15]=[CH:14][CH:13]=[CH:12][C:8]=3[O:9][CH2:10]2)[CH2:4][CH2:3][NH:2]1.